This data is from NCI-60 drug combinations with 297,098 pairs across 59 cell lines. The task is: Regression. Given two drug SMILES strings and cell line genomic features, predict the synergy score measuring deviation from expected non-interaction effect. (1) Drug 1: CC12CCC(CC1=CCC3C2CCC4(C3CC=C4C5=CN=CC=C5)C)O. Drug 2: CS(=O)(=O)C1=CC(=C(C=C1)C(=O)NC2=CC(=C(C=C2)Cl)C3=CC=CC=N3)Cl. Cell line: OVCAR-4. Synergy scores: CSS=12.0, Synergy_ZIP=-4.28, Synergy_Bliss=0.0996, Synergy_Loewe=-0.700, Synergy_HSA=0.674. (2) Drug 1: C1=CN(C=N1)CC(O)(P(=O)(O)O)P(=O)(O)O. Drug 2: C1CN(P(=O)(OC1)NCCCl)CCCl. Cell line: SF-295. Synergy scores: CSS=5.00, Synergy_ZIP=2.81, Synergy_Bliss=0.477, Synergy_Loewe=-0.245, Synergy_HSA=1.19. (3) Drug 1: CC1=CC=C(C=C1)C2=CC(=NN2C3=CC=C(C=C3)S(=O)(=O)N)C(F)(F)F. Drug 2: CCN(CC)CCCC(C)NC1=C2C=C(C=CC2=NC3=C1C=CC(=C3)Cl)OC. Cell line: NCI/ADR-RES. Synergy scores: CSS=5.13, Synergy_ZIP=-4.17, Synergy_Bliss=-6.30, Synergy_Loewe=-12.4, Synergy_HSA=-8.00. (4) Drug 1: CCN(CC)CCNC(=O)C1=C(NC(=C1C)C=C2C3=C(C=CC(=C3)F)NC2=O)C. Drug 2: CC12CCC3C(C1CCC2OP(=O)(O)O)CCC4=C3C=CC(=C4)OC(=O)N(CCCl)CCCl.[Na+]. Cell line: 786-0. Synergy scores: CSS=4.95, Synergy_ZIP=-0.792, Synergy_Bliss=0.162, Synergy_Loewe=-2.43, Synergy_HSA=-0.0135. (5) Drug 1: CC12CCC(CC1=CCC3C2CCC4(C3CC=C4C5=CN=CC=C5)C)O. Drug 2: CCCS(=O)(=O)NC1=C(C(=C(C=C1)F)C(=O)C2=CNC3=C2C=C(C=N3)C4=CC=C(C=C4)Cl)F. Cell line: SF-295. Synergy scores: CSS=10.6, Synergy_ZIP=-3.40, Synergy_Bliss=-0.681, Synergy_Loewe=0.988, Synergy_HSA=0.672. (6) Drug 1: C1CCN(CC1)CCOC2=CC=C(C=C2)C(=O)C3=C(SC4=C3C=CC(=C4)O)C5=CC=C(C=C5)O. Drug 2: CC1C(C(CC(O1)OC2CC(OC(C2O)C)OC3=CC4=CC5=C(C(=O)C(C(C5)C(C(=O)C(C(C)O)O)OC)OC6CC(C(C(O6)C)O)OC7CC(C(C(O7)C)O)OC8CC(C(C(O8)C)O)(C)O)C(=C4C(=C3C)O)O)O)O. Cell line: RPMI-8226. Synergy scores: CSS=31.0, Synergy_ZIP=0.0717, Synergy_Bliss=-1.39, Synergy_Loewe=-25.7, Synergy_HSA=-6.26. (7) Drug 1: CC(CN1CC(=O)NC(=O)C1)N2CC(=O)NC(=O)C2. Drug 2: C1C(C(OC1N2C=NC(=NC2=O)N)CO)O. Cell line: UO-31. Synergy scores: CSS=11.5, Synergy_ZIP=-5.42, Synergy_Bliss=-4.20, Synergy_Loewe=-0.637, Synergy_HSA=-0.368. (8) Drug 1: CC1OCC2C(O1)C(C(C(O2)OC3C4COC(=O)C4C(C5=CC6=C(C=C35)OCO6)C7=CC(=C(C(=C7)OC)O)OC)O)O. Drug 2: C1=CC(=CC=C1CC(C(=O)O)N)N(CCCl)CCCl.Cl. Cell line: SNB-19. Synergy scores: CSS=46.4, Synergy_ZIP=9.51, Synergy_Bliss=9.94, Synergy_Loewe=1.18, Synergy_HSA=9.49.